From a dataset of Peptide-MHC class I binding affinity with 185,985 pairs from IEDB/IMGT. Regression. Given a peptide amino acid sequence and an MHC pseudo amino acid sequence, predict their binding affinity value. This is MHC class I binding data. (1) The peptide sequence is LLTALGMSL. The MHC is HLA-A68:02 with pseudo-sequence HLA-A68:02. The binding affinity (normalized) is 0.148. (2) The peptide sequence is AVLQSGFRK. The MHC is HLA-A68:01 with pseudo-sequence HLA-A68:01. The binding affinity (normalized) is 0.417.